The task is: Predict the reactants needed to synthesize the given product.. This data is from Full USPTO retrosynthesis dataset with 1.9M reactions from patents (1976-2016). (1) Given the product [CH3:12][C:11]1[CH:10]=[CH:18][C:16]([CH3:17])=[CH:15][C:14]=1[C:20]1[CH:21]=[CH:22][CH:23]=[C:24]([CH3:27])[CH:25]=1, predict the reactants needed to synthesize it. The reactants are: C(=O)([O-])[O-].[Na+].[Na+].CC1C=[CH:12][C:11]([CH:14]([C:20]2[CH:25]=[CH:24][C:23](C)=[CH:22][CH:21]=2)[C:15](=O)[CH:16]([CH3:18])[CH3:17])=[CH:10]C=1.[CH3:27]OCCOC.BrC1C=CC=CC=1I. (2) Given the product [CH2:2]([NH:6][C:7]1[C:15]2[C:10](=[CH:11][C:12]([Cl:22])=[C:13]([C:16]3[CH:17]=[CH:18][CH:19]=[CH:20][CH:21]=3)[CH:14]=2)[NH:9][N:8]=1)[CH2:3][CH2:4][CH3:5], predict the reactants needed to synthesize it. The reactants are: Cl.[CH2:2]([NH:6][C:7]1[C:15]2[C:10](=[CH:11][C:12]([Cl:22])=[C:13]([C:16]3[CH:21]=[CH:20][CH:19]=[CH:18][CH:17]=3)[CH:14]=2)[N:9](COCC[Si](C)(C)C)[N:8]=1)[CH2:3][CH2:4][CH3:5]. (3) Given the product [Cl:22][C:17]1[C:16]2[C:11](=[CH:12][CH:13]=[CH:14][CH:15]=2)[N:10]=[C:9]([C:4]2[CH:5]=[CH:6][CH:7]=[CH:8][C:3]=2[O:2][CH3:1])[N:18]=1, predict the reactants needed to synthesize it. The reactants are: [CH3:1][O:2][C:3]1[CH:8]=[CH:7][CH:6]=[CH:5][C:4]=1[C:9]1[N:18]=[C:17](O)[C:16]2[C:11](=[CH:12][CH:13]=[CH:14][CH:15]=2)[N:10]=1.P(Cl)(Cl)([Cl:22])=O. (4) Given the product [Cl:38][C:3]1[CH:4]=[C:5]([C:8]2[C:9]([NH2:37])=[N:10][CH:11]=[N:12][C:13]=2[N:14]2[CH2:19][CH2:18][CH:17]([C:20]3[N:21]([CH3:36])[CH:22]=[C:23]([C:25]4[CH:30]=[CH:29][C:28]([F:31])=[C:27]([C:32]([F:35])([F:34])[F:33])[CH:26]=4)[N:24]=3)[CH2:16][CH2:15]2)[CH:6]=[CH:7][CH:2]=1, predict the reactants needed to synthesize it. The reactants are: F[C:2]1[CH:7]=[CH:6][C:5]([C:8]2[C:9]([NH2:37])=[N:10][CH:11]=[N:12][C:13]=2[N:14]2[CH2:19][CH2:18][CH:17]([C:20]3[N:21]([CH3:36])[CH:22]=[C:23]([C:25]4[CH:30]=[CH:29][C:28]([F:31])=[C:27]([C:32]([F:35])([F:34])[F:33])[CH:26]=4)[N:24]=3)[CH2:16][CH2:15]2)=[CH:4][CH:3]=1.[Cl:38]C1C=C(B(O)O)C=CC=1. (5) Given the product [Cl:1][C:2]1[S:6][C:5]([C:7]2[O:11][N:10]=[CH:9][C:8]=2[CH2:12][CH2:13][C:14]([O:16][CH3:22])=[O:15])=[CH:4][CH:3]=1, predict the reactants needed to synthesize it. The reactants are: [Cl:1][C:2]1[S:6][C:5]([C:7]2[O:11][N:10]=[CH:9][C:8]=2[CH2:12][CH2:13][C:14]([OH:16])=[O:15])=[CH:4][CH:3]=1.S(=O)(=O)(O)O.[CH3:22]O. (6) Given the product [O:7]([C:8]1[CH:13]=[CH:12][CH:11]=[CH:10][C:9]=1[CH2:14][C:15]1[CH:20]=[CH:19][C:18]([C:21]([O:23][CH3:24])=[O:22])=[CH:17][CH:16]=1)[C@@H:6]1[O:25][C@H:26]([CH2:37][OH:38])[C@@H:27]([OH:33])[C@H:28]([OH:29])[C@H:5]1[OH:4], predict the reactants needed to synthesize it. The reactants are: C([O:4][C@@H:5]1[C@@H:28]([O:29]C(=O)C)[C@H:27]([O:33]C(=O)C)[C@@H:26]([CH2:37][O:38]C(=O)C)[O:25][C@H:6]1[O:7][C:8]1[CH:13]=[CH:12][CH:11]=[CH:10][C:9]=1[CH2:14][C:15]1[CH:20]=[CH:19][C:18]([C:21]([O:23][CH3:24])=[O:22])=[CH:17][CH:16]=1)(=O)C.C[O-].[Na+]. (7) Given the product [Cl:19][C:16]1[CH:17]=[CH:18][C:13]([C@H:10]2[CH2:11][CH2:12][C@H:8]([C:5]3[CH:6]=[CH:7][C:2]([Cl:1])=[C:3]([N+:23]([O-:25])=[O:24])[CH:4]=3)[N:9]2[C:27]2[S:28][C:29]3[CH:35]=[CH:34][CH:33]=[CH:32][C:30]=3[N:31]=2)=[CH:14][C:15]=1[N+:20]([O-:22])=[O:21], predict the reactants needed to synthesize it. The reactants are: [Cl:1][C:2]1[CH:7]=[CH:6][C:5]([C@H:8]2[CH2:12][CH2:11][C@H:10]([C:13]3[CH:18]=[CH:17][C:16]([Cl:19])=[C:15]([N+:20]([O-:22])=[O:21])[CH:14]=3)[NH:9]2)=[CH:4][C:3]=1[N+:23]([O-:25])=[O:24].Br[C:27]1[S:28][C:29]2[CH:35]=[CH:34][CH:33]=[CH:32][C:30]=2[N:31]=1.C1C=CC(P(C2C(C3C(P(C4C=CC=CC=4)C4C=CC=CC=4)=CC=C4C=3C=CC=C4)=C3C(C=CC=C3)=CC=2)C2C=CC=CC=2)=CC=1.CC(C)([O-])C.[Na+].